The task is: Binary Classification. Given a miRNA mature sequence and a target amino acid sequence, predict their likelihood of interaction.. This data is from Experimentally validated miRNA-target interactions with 360,000+ pairs, plus equal number of negative samples. (1) The miRNA is hsa-miR-3609 with sequence CAAAGUGAUGAGUAAUACUGGCUG. The protein sequence of the target gene is MERLQKQPLTSPGSVSSSRDSSVPGSPSSIVAKMDNQVLGYKDLAAIPKDKAILDIERPDLMIYEPHFTYSLLEHVELPRSRECSLSPKSTSPPPSPEVWAESRTLGIISQASTPRTTGTPRTSLPHFHHPETTRPDSNIYKKPPIYKQRESVGGSPQSKHLIEDLIIESSKFPAAQPPDPNQPAKIETDYWPCPPSLAVVETEWRKRKASRKGAEEEEEEEDDDSEEEIKAIRERQKEELSKVTSNLGKMILKEEMEKSLPIRRKTRSLPDRTPFHTSLHSGTSKSSSLPSYGRTTLSR.... Result: 0 (no interaction). (2) The miRNA is mmu-miR-466m-3p with sequence UACAUACACACAUACACACGCA. The protein sequence of the target gene is MDDKASVGKISVSSDSVSTLNSEDFVLVSRQGDETPSTNNGSDDEKTGLKIVGNGSEQQLQKELADVLMDPPMDDQPGERSQLDGEGDGPLSNQLSASSTINPVPLVGLPKPEMSLPVKPGQGDSEVSSPFTPVADEDSVVFNKLTYLGCASVNAPRSEVEALRMMSILRSQCQISLDVTLSVPNVSEGTVRLLDPQTNTEIANYPIYKILFCVRGHDGTPESDCFAFTESHYNAELFRIHVFRCEIQEAVSRILYSFATAFRRSAKQTPLSATAAPQTPDSDIFTFSVSLEIKEDDGKG.... Result: 1 (interaction).